Dataset: Full USPTO retrosynthesis dataset with 1.9M reactions from patents (1976-2016). Task: Predict the reactants needed to synthesize the given product. (1) Given the product [CH3:15][C:11]1[N:12]=[CH:13][O:14][C:10]=1[C:7]1[CH:8]=[CH:9][C:4]([C:3]([OH:16])=[O:2])=[CH:5][CH:6]=1, predict the reactants needed to synthesize it. The reactants are: C[O:2][C:3](=[O:16])[C:4]1[CH:9]=[CH:8][C:7]([C:10]2[O:14][CH:13]=[N:12][C:11]=2[CH3:15])=[CH:6][CH:5]=1.[OH-].[Na+]. (2) Given the product [CH3:15][C:7]1[CH:6]=[C:5]([CH:13]=[C:12]([CH3:14])[C:8]=1[C:9]([O:11][CH3:18])=[O:10])[C:3]([OH:2])=[O:4], predict the reactants needed to synthesize it. The reactants are: C[O:2][C:3]([C:5]1[CH:13]=[C:12]([CH3:14])[C:8]([C:9]([OH:11])=[O:10])=[C:7]([CH3:15])[CH:6]=1)=[O:4].[N+](=[CH2:18])=[N-].O.[OH-].[Li+]. (3) The reactants are: [CH:1]1([NH:4][C:5](=[O:36])[NH:6][C:7]2[CH:12]=[CH:11][C:10]([C:13]3[N:14]=[C:15]([N:29]4[CH2:34][CH2:33][O:32][CH2:31][CH2:30]4)[C:16]4[CH2:21][N:20]([C:22]([O:24][C:25]([CH3:28])([CH3:27])[CH3:26])=[O:23])[CH2:19][C:17]=4[N:18]=3)=[C:9]([F:35])[CH:8]=2)C[CH2:2]1.C(NC(NC1C=CC(B2OC(C)(C)C(C)(C)O2)=C(F)C=1)=O)C. Given the product [CH2:1]([NH:4][C:5](=[O:36])[NH:6][C:7]1[CH:12]=[CH:11][C:10]([C:13]2[N:14]=[C:15]([N:29]3[CH2:34][CH2:33][O:32][CH2:31][CH2:30]3)[C:16]3[CH2:21][N:20]([C:22]([O:24][C:25]([CH3:28])([CH3:26])[CH3:27])=[O:23])[CH2:19][C:17]=3[N:18]=2)=[C:9]([F:35])[CH:8]=1)[CH3:2], predict the reactants needed to synthesize it. (4) The reactants are: CS(O)(=O)=O.[O:6]=[C:7]1[C:15]2[C:10](=[CH:11][C:12]([CH2:16][C:17]([O:19][CH3:20])=[O:18])=[CH:13][CH:14]=2)[CH2:9][CH2:8]1.[N-:21]=[N+]=[N-].[Na+]. Given the product [O:6]=[C:7]1[C:15]2[C:10](=[CH:11][C:12]([CH2:16][C:17]([O:19][CH3:20])=[O:18])=[CH:13][CH:14]=2)[CH2:9][CH2:8][NH:21]1, predict the reactants needed to synthesize it. (5) Given the product [Cl:15][C:8]1[C:9]2[CH:10]=[N:11][C:2]([F:1])=[CH:3][C:4]=2[N:5]=[CH:6][N:7]=1, predict the reactants needed to synthesize it. The reactants are: [F:1][C:2]1[N:11]=[CH:10][C:9]2[C:8](=O)[NH:7][CH:6]=[N:5][C:4]=2[CH:3]=1.O=P(Cl)(Cl)[Cl:15]. (6) Given the product [CH3:13][O:12][C:7]1[C:8]([O:10][CH3:11])=[CH:9][C:2]2[O:1][CH:15]([C:16]#[N:17])[CH2:4][C:3]=2[CH:6]=1, predict the reactants needed to synthesize it. The reactants are: [OH:1][C:2]1[CH:9]=[C:8]([O:10][CH3:11])[C:7]([O:12][CH3:13])=[CH:6][C:3]=1[CH:4]=O.Cl[CH2:15][C:16]#[N:17].C(=O)([O-])[O-].[K+].[K+]. (7) Given the product [C:1]([C:5]1[N:9]([CH3:10])[N:8]([CH2:11][C@H:12]2[CH2:16][CH2:15][CH2:14][O:13]2)/[C:7](=[N:17]/[C:18]([C:20]2[CH:25]=[C:24]([C:26]([F:28])([F:29])[F:27])[CH:23]=[CH:22][C:21]=2[CH2:30][C:31]([O:33][CH3:36])=[O:32])=[O:19])/[CH:6]=1)([CH3:4])([CH3:2])[CH3:3], predict the reactants needed to synthesize it. The reactants are: [C:1]([C:5]1[N:9]([CH3:10])[N:8]([CH2:11][C@H:12]2[CH2:16][CH2:15][CH2:14][O:13]2)/[C:7](=[N:17]/[C:18]([C:20]2[CH:25]=[C:24]([C:26]([F:29])([F:28])[F:27])[CH:23]=[CH:22][C:21]=2[CH2:30][C:31]([OH:33])=[O:32])=[O:19])/[CH:6]=1)([CH3:4])([CH3:3])[CH3:2].[N+](=[CH:36][Si](C)(C)C)=[N-]. (8) Given the product [NH2:1][C:4]1[C:19]([OH:20])=[CH:18][C:7]([C:8]([OH:10])=[O:9])=[C:6]([NH:28][C:29]2[CH:34]=[CH:33][CH:32]=[CH:31][C:30]=2[F:35])[C:5]=1[F:36], predict the reactants needed to synthesize it. The reactants are: [N:1]([C:4]1[C:19]([O:20]CC2C=CC=CC=2)=[CH:18][C:7]([C:8]([O:10]CC2C=CC=CC=2)=[O:9])=[C:6]([NH:28][C:29]2[CH:34]=[CH:33][CH:32]=[CH:31][C:30]=2[F:35])[C:5]=1[F:36])=[N+]=[N-]. (9) Given the product [Br:10][CH:4]1[CH2:3][C:2]([CH3:9])([CH3:1])[CH2:7][CH2:6][C:5]1=[O:8], predict the reactants needed to synthesize it. The reactants are: [CH3:1][C:2]1([CH3:9])[CH2:7][CH2:6][C:5](=[O:8])[CH2:4][CH2:3]1.[Br:10]C1CC(C(C)C)CCC1=O. (10) Given the product [F:1][C:2]([F:25])([F:24])[C:3]1[CH:4]=[C:5]([NH:13][C:14](=[O:23])[C:15]2[CH:20]=[C:19]([C:28]3[CH:29]=[CH:30][S:26][CH:27]=3)[CH:18]=[CH:17][C:16]=2[OH:22])[CH:6]=[C:7]([C:9]([F:12])([F:11])[F:10])[CH:8]=1, predict the reactants needed to synthesize it. The reactants are: [F:1][C:2]([F:25])([F:24])[C:3]1[CH:4]=[C:5]([NH:13][C:14](=[O:23])[C:15]2[CH:20]=[C:19](I)[CH:18]=[CH:17][C:16]=2[OH:22])[CH:6]=[C:7]([C:9]([F:12])([F:11])[F:10])[CH:8]=1.[S:26]1[CH:30]=[CH:29][C:28](B(O)O)=[CH:27]1.